This data is from Peptide-MHC class II binding affinity with 134,281 pairs from IEDB. The task is: Regression. Given a peptide amino acid sequence and an MHC pseudo amino acid sequence, predict their binding affinity value. This is MHC class II binding data. (1) The peptide sequence is MADDMERIFKRFDTN. The MHC is HLA-DPA10103-DPB10401 with pseudo-sequence HLA-DPA10103-DPB10401. The binding affinity (normalized) is 0.0974. (2) The peptide sequence is YDKFLANVSTVLQGK. The MHC is DRB1_0802 with pseudo-sequence DRB1_0802. The binding affinity (normalized) is 0.924. (3) The peptide sequence is TATELNNALQNLART. The MHC is HLA-DQA10501-DQB10201 with pseudo-sequence HLA-DQA10501-DQB10201. The binding affinity (normalized) is 0.530. (4) The peptide sequence is GLDSLTTLLRALGAQ. The MHC is DRB1_0404 with pseudo-sequence DRB1_0404. The binding affinity (normalized) is 0.442. (5) The peptide sequence is YDKFLANVDTVLTGK. The MHC is DRB1_0404 with pseudo-sequence DRB1_0404. The binding affinity (normalized) is 0.656. (6) The peptide sequence is QGVYMGNLSQSQLAK. The binding affinity (normalized) is 0.410. The MHC is H-2-IAb with pseudo-sequence H-2-IAb. (7) The peptide sequence is GRWDGEEEVQLIAAV. The MHC is DRB3_0301 with pseudo-sequence DRB3_0301. The binding affinity (normalized) is 0.250.